Predict the reactants needed to synthesize the given product. From a dataset of Full USPTO retrosynthesis dataset with 1.9M reactions from patents (1976-2016). Given the product [O:23]=[C:6]1[C:5]2[C:10](=[CH:11][C:2]([C:24]3[CH:29]=[CH:28][CH:27]=[CH:26][CH:25]=3)=[CH:3][CH:4]=2)[N:9]2[CH2:12][CH2:13][N:14]([C:16]([O:18][C:19]([CH3:22])([CH3:21])[CH3:20])=[O:17])[CH2:15][CH:8]2[NH:7]1, predict the reactants needed to synthesize it. The reactants are: Br[C:2]1[CH:11]=[C:10]2[C:5]([C:6](=[O:23])[NH:7][CH:8]3[CH2:15][N:14]([C:16]([O:18][C:19]([CH3:22])([CH3:21])[CH3:20])=[O:17])[CH2:13][CH2:12][N:9]32)=[CH:4][CH:3]=1.[C:24]1(B(O)O)[CH:29]=[CH:28][CH:27]=[CH:26][CH:25]=1.C(=O)(O)[O-].[Na+].